This data is from Reaction yield outcomes from USPTO patents with 853,638 reactions. The task is: Predict the reaction yield, written as a fraction of the theoretical maximum amount of product (1.0 means a 100% yield; for example, 0.34 means a 34% yield). (1) The reactants are [CH2:1]([N:8]([CH2:29][CH3:30])[C:9](=[O:28])[CH2:10][O:11][C:12]1[CH:17]=[CH:16][C:15]([CH2:18][C@H:19]([O:25][CH2:26][CH3:27])[C:20]([O:22]CC)=[O:21])=[CH:14][CH:13]=1)[C:2]1[CH:7]=[CH:6][CH:5]=[CH:4][CH:3]=1.[Li+].[OH-].Cl. The catalyst is C(#N)C. The product is [CH2:1]([N:8]([CH2:29][CH3:30])[C:9](=[O:28])[CH2:10][O:11][C:12]1[CH:17]=[CH:16][C:15]([CH2:18][C@H:19]([O:25][CH2:26][CH3:27])[C:20]([OH:22])=[O:21])=[CH:14][CH:13]=1)[C:2]1[CH:7]=[CH:6][CH:5]=[CH:4][CH:3]=1. The yield is 0.920. (2) The reactants are [OH:1][C:2]1([C:15]2[S:16][C:17]([C:20]3[CH:25]=[C:24]([CH3:26])[CH:23]=[C:22]([NH:27][C:28]4[N:33]=[C:32](/[CH:34]=[CH:35]/[CH2:36][O:37][CH3:38])[CH:31]=[CH:30][N:29]=4)[CH:21]=3)=[CH:18][N:19]=2)[CH2:7][CH2:6][CH:5]([C:8]([O:10][C:11]([CH3:14])([CH3:13])[CH3:12])=[O:9])[CH2:4][CH2:3]1. The catalyst is CCO.[Pd]. The product is [OH:1][C:2]1([C:15]2[S:16][C:17]([C:20]3[CH:25]=[C:24]([CH3:26])[CH:23]=[C:22]([NH:27][C:28]4[N:33]=[C:32]([CH2:34][CH2:35][CH2:36][O:37][CH3:38])[CH:31]=[CH:30][N:29]=4)[CH:21]=3)=[CH:18][N:19]=2)[CH2:3][CH2:4][CH:5]([C:8]([O:10][C:11]([CH3:13])([CH3:12])[CH3:14])=[O:9])[CH2:6][CH2:7]1. The yield is 0.275. (3) The reactants are C([N:4]1[C:13]2[C:8](=[CH:9][CH:10]=[C:11]([C:14]3[S:15][C:16]([C:24]4[CH:29]=[CH:28][C:27]([O:30][CH3:31])=[CH:26][CH:25]=4)=[C:17]([C:19]([O:21]CC)=[O:20])[N:18]=3)[CH:12]=2)[CH2:7][CH2:6][CH2:5]1)(=O)C.[OH-].[K+].CO. The catalyst is O. The product is [CH3:31][O:30][C:27]1[CH:28]=[CH:29][C:24]([C:16]2[S:15][C:14]([C:11]3[CH:12]=[C:13]4[C:8]([CH2:7][CH2:6][CH2:5][NH:4]4)=[CH:9][CH:10]=3)=[N:18][C:17]=2[C:19]([OH:21])=[O:20])=[CH:25][CH:26]=1. The yield is 0.860.